The task is: Predict the product of the given reaction.. This data is from Forward reaction prediction with 1.9M reactions from USPTO patents (1976-2016). The product is: [C:20]([O:19][C:17]([N:8]1[CH:7]([CH2:6][CH2:5][C:4]([OH:24])=[O:3])[CH2:16][C:15]2[C:10](=[CH:11][CH:12]=[CH:13][CH:14]=2)[CH2:9]1)=[O:18])([CH3:23])([CH3:21])[CH3:22]. Given the reactants C([O:3][C:4](=[O:24])/[CH:5]=[CH:6]/[CH:7]1[CH2:16][C:15]2[C:10](=[CH:11][CH:12]=[CH:13][CH:14]=2)[CH2:9][N:8]1[C:17]([O:19][C:20]([CH3:23])([CH3:22])[CH3:21])=[O:18])C, predict the reaction product.